Task: Predict the reactants needed to synthesize the given product.. Dataset: Full USPTO retrosynthesis dataset with 1.9M reactions from patents (1976-2016) (1) Given the product [CH2:9]([O:8][C:5]1[CH:6]=[CH:7][C:2]([CH:27]=[O:28])=[C:3]([C:16]([F:19])([F:18])[F:17])[CH:4]=1)[C:10]1[CH:15]=[CH:14][CH:13]=[CH:12][CH:11]=1, predict the reactants needed to synthesize it. The reactants are: Br[C:2]1[CH:7]=[CH:6][C:5]([O:8][CH2:9][C:10]2[CH:15]=[CH:14][CH:13]=[CH:12][CH:11]=2)=[CH:4][C:3]=1[C:16]([F:19])([F:18])[F:17].[Li]CCCC.CN(C)[CH:27]=[O:28]. (2) Given the product [O:1]1[CH2:6][CH2:5][N:4]([C:7]2[CH:12]=[C:11]([C:13]3[C:26]4[S:25][C:24]5[C:19](=[CH:20][C:21]([NH:27][CH:28]([CH2:30][N:31]6[CH2:32][CH2:33][CH2:34][CH2:35][CH2:36]6)[CH2:29][N:4]6[CH2:5][CH2:6][O:1][CH2:2][CH2:3]6)=[CH:22][CH:23]=5)[S:18][C:17]=4[CH:16]=[CH:15][CH:14]=3)[NH:10][C:9](=[O:37])[CH:8]=2)[CH2:3][CH2:2]1, predict the reactants needed to synthesize it. The reactants are: [O:1]1[CH2:6][CH2:5][N:4]([C:7]2[CH:12]=[C:11]([C:13]3[C:26]4[S:25][C:24]5[C:19](=[CH:20][C:21]([N:27]6[CH2:29][CH:28]6[CH2:30][N:31]6[CH2:36][CH2:35][CH2:34][CH2:33][CH2:32]6)=[CH:22][CH:23]=5)[S:18][C:17]=4[CH:16]=[CH:15][CH:14]=3)[NH:10][C:9](=[O:37])[CH:8]=2)[CH2:3][CH2:2]1. (3) The reactants are: [F:1][C:2]1[CH:3]=[C:4]([C:14]([NH:16][C@@H:17]2[CH2:22][CH2:21][C@H:20]([NH:23][C:24](=[O:30])[O:25][C:26]([CH3:29])([CH3:28])[CH3:27])[CH2:19][CH2:18]2)=[O:15])[C:5]([NH:8][CH:9]2[CH2:13][CH2:12][S:11][CH2:10]2)=[N:6][CH:7]=1.[C:31](N1C=CN=C1)(N1C=CN=C1)=[O:32].[H-].[Na+].C(OCC)(=O)C. Given the product [F:1][C:2]1[CH:7]=[N:6][C:5]2[N:8]([CH:9]3[CH2:13][CH2:12][S:11][CH2:10]3)[C:31](=[O:32])[N:16]([C@@H:17]3[CH2:22][CH2:21][C@H:20]([NH:23][C:24](=[O:30])[O:25][C:26]([CH3:27])([CH3:29])[CH3:28])[CH2:19][CH2:18]3)[C:14](=[O:15])[C:4]=2[CH:3]=1, predict the reactants needed to synthesize it. (4) Given the product [OH:9][C:10]1[C:15]([N+:16]([O-:18])=[O:17])=[CH:14][C:13]([CH2:19][CH2:20][C:21]([O:23][CH3:2])=[O:22])=[CH:12][C:11]=1[C:24]1[CH:33]=[CH:32][C:31]2[C:26](=[CH:27][CH:28]=[CH:29][CH:30]=2)[CH:25]=1, predict the reactants needed to synthesize it. The reactants are: N1C=CC=C[CH:2]=1.Cl.C[O:9][C:10]1[C:15]([N+:16]([O-:18])=[O:17])=[CH:14][C:13]([CH2:19][CH2:20][C:21]([OH:23])=[O:22])=[CH:12][C:11]=1[C:24]1[CH:33]=[CH:32][C:31]2[C:26](=[CH:27][CH:28]=[CH:29][CH:30]=2)[CH:25]=1.S(Cl)(Cl)=O. (5) Given the product [CH3:33][C:18]1[C:17]([CH2:16][O:15][C:11]2[CH:10]=[C:9]3[C:14](=[CH:13][CH:12]=2)[N:6]([CH2:5][C:4]([OH:34])=[O:3])[CH:7]=[CH:8]3)=[CH:22][N:21]=[C:20]([C:23]2[CH:28]=[CH:27][C:26]([C:29]([F:32])([F:30])[F:31])=[CH:25][CH:24]=2)[N:19]=1, predict the reactants needed to synthesize it. The reactants are: C([O:3][C:4](=[O:34])[CH2:5][N:6]1[C:14]2[C:9](=[CH:10][C:11]([O:15][CH2:16][C:17]3[C:18]([CH3:33])=[N:19][C:20]([C:23]4[CH:28]=[CH:27][C:26]([C:29]([F:32])([F:31])[F:30])=[CH:25][CH:24]=4)=[N:21][CH:22]=3)=[CH:12][CH:13]=2)[CH:8]=[CH:7]1)C.[OH-].[Li+]. (6) The reactants are: [CH2:1]([NH:3][C:4]1[S:5][C@H:6]2[O:12][C@H:11]([C:13]([OH:15])=[O:14])[C@@H:10]([OH:16])[C@H:9]([OH:17])[C@H:7]2[N:8]=1)[CH3:2].[C:18](=O)([O-])[O-].[K+].[K+].IC. Given the product [CH2:1]([N:3]([CH3:18])[C:4]1[S:5][C@H:6]2[O:12][C@H:11]([C:13]([OH:15])=[O:14])[C@@H:10]([OH:16])[C@H:9]([OH:17])[C@H:7]2[N:8]=1)[CH3:2], predict the reactants needed to synthesize it.